From a dataset of Full USPTO retrosynthesis dataset with 1.9M reactions from patents (1976-2016). Predict the reactants needed to synthesize the given product. (1) The reactants are: [OH:1][CH2:2][C@@H:3]([N:8]1[C:17]2[C:12](=[CH:13][C:14]([O:20][CH2:21][C:22]3[CH:27]=[CH:26][C:25]([O:28][CH3:29])=[CH:24][CH:23]=3)=[C:15]([O:18][CH3:19])[CH:16]=2)[C:11](=[O:30])[C:10]([C:31]([O:33][CH2:34][CH3:35])=[O:32])=[CH:9]1)[C:4]([CH3:7])([CH3:6])[CH3:5].[CH3:36][C:37]([Si:40](Cl)([CH3:42])[CH3:41])([CH3:39])[CH3:38].N1C=CN=C1. Given the product [Si:40]([O:1][CH2:2][C@@H:3]([N:8]1[C:17]2[C:12](=[CH:13][C:14]([O:20][CH2:21][C:22]3[CH:27]=[CH:26][C:25]([O:28][CH3:29])=[CH:24][CH:23]=3)=[C:15]([O:18][CH3:19])[CH:16]=2)[C:11](=[O:30])[C:10]([C:31]([O:33][CH2:34][CH3:35])=[O:32])=[CH:9]1)[C:4]([CH3:7])([CH3:6])[CH3:5])([C:37]([CH3:39])([CH3:38])[CH3:36])([CH3:42])[CH3:41], predict the reactants needed to synthesize it. (2) Given the product [Cl:11][C:12]1[C:17]([N+:18]([O-:20])=[O:19])=[C:16]([NH:8][C:5]2[N:6]=[CH:7][C:2]([F:1])=[CH:3][N:4]=2)[CH:15]=[C:14]([CH3:22])[N:13]=1, predict the reactants needed to synthesize it. The reactants are: [F:1][C:2]1[CH:3]=[N:4][C:5]([NH2:8])=[N:6][CH:7]=1.[H-].[Na+].[Cl:11][C:12]1[C:17]([N+:18]([O-:20])=[O:19])=[C:16](Cl)[CH:15]=[C:14]([CH3:22])[N:13]=1.C(O)C. (3) Given the product [F:1][C:2]1[CH:3]=[CH:4][CH:5]=[C:6]2[C:11]=1[N:10]=[C:9]([C:12]([NH2:33])=[O:13])[CH:8]=[C:7]2[C:15]1[CH:20]=[CH:19][C:18]([F:21])=[CH:17][CH:16]=1, predict the reactants needed to synthesize it. The reactants are: [F:1][C:2]1[CH:3]=[CH:4][CH:5]=[C:6]2[C:11]=1[N:10]=[C:9]([C:12](O)=[O:13])[CH:8]=[C:7]2[C:15]1[CH:20]=[CH:19][C:18]([F:21])=[CH:17][CH:16]=1.C([O-])=O.[NH4+].F[P-](F)(F)(F)(F)F.[N:33]1(O[P+](N(C)C)(N(C)C)N(C)C)C2C=CC=CC=2N=N1.C(N(CC)CC)C. (4) Given the product [N:23]1[CH:24]=[CH:25][N:26]2[CH:31]=[C:30]([C:2]3[C:6]4[CH2:7][N:8]([C:11]([O:13][C:14]([CH3:15])([CH3:16])[CH3:17])=[O:12])[CH2:9][CH2:10][C:5]=4[NH:4][N:3]=3)[CH:29]=[CH:28][C:27]=12, predict the reactants needed to synthesize it. The reactants are: I[C:2]1[C:6]2[CH2:7][N:8]([C:11]([O:13][C:14]([CH3:17])([CH3:16])[CH3:15])=[O:12])[CH2:9][CH2:10][C:5]=2[N:4](C(OCC)=O)[N:3]=1.[N:23]1[CH:24]=[CH:25][N:26]2[CH:31]=[C:30](B(O)O)[CH:29]=[CH:28][C:27]=12.C(O)C.C(=O)([O-])[O-].[Na+].[Na+]. (5) Given the product [NH2:7][CH2:8][CH2:9][NH:10][C:11]1[N:20]=[C:19]([N:21]([C:23]2[CH:24]=[CH:25][C:26]([O:29][CH3:30])=[CH:27][CH:28]=2)[CH3:22])[C:18]2[C:13](=[CH:14][CH:15]=[CH:16][CH:17]=2)[N:12]=1, predict the reactants needed to synthesize it. The reactants are: C(OC(=O)[NH:7][CH2:8][CH2:9][NH:10][C:11]1[N:20]=[C:19]([N:21]([C:23]2[CH:28]=[CH:27][C:26]([O:29][CH3:30])=[CH:25][CH:24]=2)[CH3:22])[C:18]2[C:13](=[CH:14][CH:15]=[CH:16][CH:17]=2)[N:12]=1)(C)(C)C.ClC1N=C(N(C2C=CC(OC)=CC=2)C)C2C(=CC=CC=2)N=1.C(OC(=O)NCCN)(C)(C)C.CCN(CC)CC.